From a dataset of Reaction yield outcomes from USPTO patents with 853,638 reactions. Predict the reaction yield, written as a fraction of the theoretical maximum amount of product (1.0 means a 100% yield; for example, 0.34 means a 34% yield). (1) The product is [CH3:18][O:17][C:12]1[CH:13]=[CH:14][CH:15]=[CH:16][C:11]=1[C:9](=[O:10])[CH2:8][O:19][C:20]1[CH:21]=[C:22]([NH:26][C:27](=[O:34])[C:28]2[CH:33]=[CH:32][CH:31]=[CH:30][N:29]=2)[CH:23]=[CH:24][CH:25]=1. The reactants are C([O-])([O-])=O.[K+].[K+].Br[CH2:8][C:9]([C:11]1[CH:16]=[CH:15][CH:14]=[CH:13][C:12]=1[O:17][CH3:18])=[O:10].[OH:19][C:20]1[CH:21]=[C:22]([NH:26][C:27](=[O:34])[C:28]2[CH:33]=[CH:32][CH:31]=[CH:30][N:29]=2)[CH:23]=[CH:24][CH:25]=1. The yield is 0.550. The catalyst is CC(C)=O. (2) The catalyst is CO. The product is [OH:33][C@@H:31]([C:20]1[N:19]([C@@H:16]2[CH2:15][O:14][C@@H:13]([CH2:12][C:34]#[N:35])[CH2:18][CH2:17]2)[C:23]2=[C:40]3[S:38][CH:37]=[CH:28][C:25]3=[N:26][CH:27]=[C:22]2[N:21]=1)[CH3:32]. The yield is 0.760. The reactants are CC1C=CC(S(O[CH2:12][C@H:13]2[CH2:18][CH2:17][C@H:16]([N:19]3[C:23]4=C5SC=[CH:28][C:25]5=[N:26][CH:27]=[C:22]4[N:21]=[C:20]3[C@H:31]([OH:33])[CH3:32])[CH2:15][O:14]2)(=O)=O)=CC=1.[C-:34]#[N:35].[Na+].[CH3:37][S:38]([CH3:40])=O. (3) The reactants are S([C:5]1C=CC(C)=CC=1)(O)(=O)=O.[OH:12][CH2:13][C@@H:14]1[C@@H:20]([C:21]2[CH:26]=[CH:25][C:24]([Cl:27])=[C:23]([Cl:28])[CH:22]=2)[CH2:19][C@H:18]2[N:29]([CH3:30])[C@@H:15]1[CH2:16][CH2:17]2.C[O-].[Na+]. The catalyst is CO. The product is [CH3:5][O:12][CH2:13][C@@H:14]1[C@@H:20]([C:21]2[CH:26]=[CH:25][C:24]([Cl:27])=[C:23]([Cl:28])[CH:22]=2)[CH2:19][C@H:18]2[N:29]([CH3:30])[C@@H:15]1[CH2:16][CH2:17]2. The yield is 0.950. (4) The reactants are [Br:1][C:2]1[CH:3]=[C:4]([CH:17]=[CH:18][CH:19]=1)[O:5][CH:6]([C:8]1[CH:16]=[CH:15][C:11]([C:12]([OH:14])=O)=[CH:10][CH:9]=1)[CH3:7].Cl.C(N=C=NCCCN(C)C)C.ON1C2C=CC=CC=2N=N1.C(N(CC)CC)C.[NH2:49][CH2:50][C:51]1[C:52]([OH:59])=[N:53][C:54]([CH3:58])=[CH:55][C:56]=1[CH3:57]. The catalyst is ClCCl. The product is [Br:1][C:2]1[CH:3]=[C:4]([CH:17]=[CH:18][CH:19]=1)[O:5][CH:6]([C:8]1[CH:9]=[CH:10][C:11]([C:12]([NH:49][CH2:50][C:51]2[C:52]([OH:59])=[N:53][C:54]([CH3:58])=[CH:55][C:56]=2[CH3:57])=[O:14])=[CH:15][CH:16]=1)[CH3:7]. The yield is 0.930. (5) The reactants are [CH3:1][O:2][C:3](=[O:33])[CH:4]([O:28][C:29]([CH3:32])([CH3:31])[CH3:30])[C:5]1[C:10]([CH3:11])=[CH:9][C:8]([N+:12]([O-])=O)=[C:7]([CH:15]2[CH2:17][CH2:16]2)[C:6]=1[C:18]1[CH:19]=[C:20]2[C:25](=[CH:26][CH:27]=1)[O:24][CH2:23][CH2:22][CH2:21]2. The catalyst is CO.[OH-].[OH-].[Pd+2]. The product is [CH3:1][O:2][C:3](=[O:33])[CH:4]([C:5]1[C:10]([CH3:11])=[CH:9][C:8]([NH2:12])=[C:7]([CH:15]2[CH2:17][CH2:16]2)[C:6]=1[C:18]1[CH:19]=[C:20]2[C:25](=[CH:26][CH:27]=1)[O:24][CH2:23][CH2:22][CH2:21]2)[O:28][C:29]([CH3:32])([CH3:30])[CH3:31]. The yield is 0.870. (6) The reactants are [H-].[Na+].[CH3:3][C:4]1[S:5][CH:6]=[C:7]([CH2:9][C:10]([O:12][CH2:13][CH3:14])=[O:11])[N:8]=1.[C:15](OCC)(=[O:17])[CH3:16]. The catalyst is O1CCCC1. The product is [CH3:3][C:4]1[S:5][CH:6]=[C:7]([CH:9]([C:15]([CH3:16])=[O:17])[C:10]([O:12][CH2:13][CH3:14])=[O:11])[N:8]=1. The yield is 0.230. (7) The reactants are Br[C:2]1[CH:7]=[CH:6][C:5]([NH:8][C:9](=[O:11])[CH3:10])=[C:4]([F:12])[CH:3]=1.C[C:14]([N:16](C)C)=O. The catalyst is O.[C-]#N.[Zn+2].[C-]#N.C1C=CC([P]([Pd]([P](C2C=CC=CC=2)(C2C=CC=CC=2)C2C=CC=CC=2)([P](C2C=CC=CC=2)(C2C=CC=CC=2)C2C=CC=CC=2)[P](C2C=CC=CC=2)(C2C=CC=CC=2)C2C=CC=CC=2)(C2C=CC=CC=2)C2C=CC=CC=2)=CC=1. The product is [C:14]([C:2]1[CH:7]=[CH:6][C:5]([NH:8][C:9](=[O:11])[CH3:10])=[C:4]([F:12])[CH:3]=1)#[N:16]. The yield is 0.860.